From a dataset of Catalyst prediction with 721,799 reactions and 888 catalyst types from USPTO. Predict which catalyst facilitates the given reaction. (1) Reactant: [F-].C([N+](CCCC)(CCCC)CCCC)CCC.[Si]([O:26][C@H:27]([C:41]1[N:45]([CH3:46])[N:44]=[N:43][N:42]=1)[C@@H:28]([NH:30][C:31](=[O:40])[O:32][CH2:33][C:34]1[CH:39]=[CH:38][CH:37]=[CH:36][CH:35]=1)[CH3:29])(C(C)(C)C)(C)C.[Si]([O:54][C@H:55]([C:69]1[N:70]=[N:71][N:72]([CH3:74])[N:73]=1)[C@@H:56]([NH:58][C:59](=[O:68])[O:60][CH2:61][C:62]1[CH:67]=[CH:66][CH:65]=[CH:64][CH:63]=1)[CH3:57])(C(C)(C)C)(C)C. Product: [OH:54][C@H:55]([C:69]1[N:70]=[N:71][N:72]([CH3:74])[N:73]=1)[C@@H:56]([NH:58][C:59](=[O:68])[O:60][CH2:61][C:62]1[CH:67]=[CH:66][CH:65]=[CH:64][CH:63]=1)[CH3:57].[OH:26][C@H:27]([C:41]1[N:45]([CH3:46])[N:44]=[N:43][N:42]=1)[C@@H:28]([NH:30][C:31](=[O:40])[O:32][CH2:33][C:34]1[CH:39]=[CH:38][CH:37]=[CH:36][CH:35]=1)[CH3:29]. The catalyst class is: 598. (2) Reactant: [Si](Cl)(C)(C)C.Br[C:7]([F:14])([F:13])[C:8]([O:10][CH2:11][CH3:12])=[O:9].N1([CH2:24][N:25]([CH2:33][C:34]2[CH:39]=[CH:38][CH:37]=[CH:36][CH:35]=2)[CH2:26][C:27]2[CH:32]=[CH:31][CH:30]=[CH:29][CH:28]=2)C2C=CC=CC=2N=N1. Product: [CH2:33]([N:25]([CH2:26][C:27]1[CH:32]=[CH:31][CH:30]=[CH:29][CH:28]=1)[CH2:24][C:7]([F:14])([F:13])[C:8]([O:10][CH2:11][CH3:12])=[O:9])[C:34]1[CH:39]=[CH:38][CH:37]=[CH:36][CH:35]=1. The catalyst class is: 324. (3) Reactant: Br[C:2]1[N:7]=[C:6]([C:8]#[N:9])[CH:5]=[CH:4][C:3]=1[O:10][CH3:11].[CH:12]1(P(C2CCCCC2)C2CCCCC2)[CH2:17]CCC[CH2:13]1.P([O-])([O-])([O-])=O.[K+].[K+].[K+]. Product: [C:12]([C:2]1[N:7]=[C:6]([C:8]#[N:9])[CH:5]=[CH:4][C:3]=1[O:10][CH3:11])([CH3:17])=[CH2:13]. The catalyst class is: 498. (4) Reactant: [CH3:1][O:2][CH2:3][N:4]1[C:8]2[CH:9]=[CH:10][C:11]([CH:13]([CH3:17])[C:14](=[S:16])[NH2:15])=[CH:12][C:7]=2[S:6][C:5]1=[O:18].Br[CH2:20][C:21]([C:23]1[N:24]=[N:25][CH:26]=[CH:27][CH:28]=1)=O. Product: [CH3:1][O:2][CH2:3][N:4]1[C:8]2[CH:9]=[CH:10][C:11]([CH:13]([C:14]3[S:16][CH:20]=[C:21]([C:23]4[N:24]=[N:25][CH:26]=[CH:27][CH:28]=4)[N:15]=3)[CH3:17])=[CH:12][C:7]=2[S:6][C:5]1=[O:18]. The catalyst class is: 8. (5) The catalyst class is: 362. Product: [CH3:28][O:29][C:30]1[CH:36]=[CH:35][C:33]([NH:34][CH:2]([CH2:15][CH2:16][CH2:17][CH3:18])[C:3]([O:5][C@@H:6]([CH3:14])[C:7](=[O:13])[N:8]2[CH2:12][CH2:11][CH2:10][CH2:9]2)=[O:4])=[CH:32][CH:31]=1. Reactant: Br[CH:2]([CH2:15][CH2:16][CH2:17][CH3:18])[C:3]([O:5][C@H:6]([CH3:14])[C:7](=[O:13])[N:8]1[CH2:12][CH2:11][CH2:10][CH2:9]1)=[O:4].[Na+].[I-].C(N(CC)CC)C.[CH3:28][O:29][C:30]1[CH:36]=[CH:35][C:33]([NH2:34])=[CH:32][CH:31]=1.S([O-])([O-])=O.[Na+].[Na+]. (6) Reactant: C[O:2][C:3](=[O:22])[C:4]1[CH:9]=[CH:8][CH:7]=[C:6]([S:10][C:11]2[C:19]3[C:14](=[CH:15][C:16]([Cl:20])=[CH:17][CH:18]=3)[NH:13][C:12]=2[CH3:21])[CH:5]=1.[H-].[Na+].Br.Br[CH2:27][C:28]1[CH:29]=[N:30][CH:31]=[CH:32][CH:33]=1. The catalyst class is: 198. Product: [Cl:20][C:16]1[CH:15]=[C:14]2[C:19]([C:11]([S:10][C:6]3[CH:5]=[C:4]([CH:9]=[CH:8][CH:7]=3)[C:3]([OH:2])=[O:22])=[C:12]([CH3:21])[N:13]2[CH2:27][C:28]2[CH:29]=[N:30][CH:31]=[CH:32][CH:33]=2)=[CH:18][CH:17]=1.